From a dataset of Forward reaction prediction with 1.9M reactions from USPTO patents (1976-2016). Predict the product of the given reaction. (1) Given the reactants [NH2:1][C:2]1[N:7]=[C:6]([N:8]2[CH2:13][CH2:12][CH2:11][C@H:10]([C:14](O)=[O:15])[CH2:9]2)[CH:5]=[C:4]([C:17]2[CH:22]=[CH:21][C:20]([C:23]#[N:24])=[C:19]([F:25])[CH:18]=2)[N:3]=1.C(Cl)CCl.C1C=CC2N(O)N=NC=2C=1.[CH3:40][O:41][C:42]1[CH:47]=[CH:46][C:45]([NH2:48])=[CH:44][CH:43]=1, predict the reaction product. The product is: [NH2:1][C:2]1[N:7]=[C:6]([N:8]2[CH2:13][CH2:12][CH2:11][C@H:10]([C:14]([NH:48][C:45]3[CH:46]=[CH:47][C:42]([O:41][CH3:40])=[CH:43][CH:44]=3)=[O:15])[CH2:9]2)[CH:5]=[C:4]([C:17]2[CH:22]=[CH:21][C:20]([C:23]#[N:24])=[C:19]([F:25])[CH:18]=2)[N:3]=1. (2) Given the reactants [Cl:1][C:2]1[CH:7]=[CH:6][CH:5]=[C:4]([Cl:8])[C:3]=1[C:9]1[C:13]([CH2:14][O:15][C:16]2[CH:21]=[CH:20][C:19]([C:22]3[CH:23]=[C:24]4[C:29](=[CH:30][CH:31]=3)[C:28]([C:32]([NH2:34])=O)=[CH:27][CH:26]=[CH:25]4)=[CH:18][CH:17]=2)=[C:12]([CH:35]([CH3:37])[CH3:36])[O:11][N:10]=1.C(N(CC)CC)C.O(Cl)Cl.P(Cl)(Cl)(Cl)=O.C(=O)([O-])O.[NH4+], predict the reaction product. The product is: [Cl:8][C:4]1[CH:5]=[CH:6][CH:7]=[C:2]([Cl:1])[C:3]=1[C:9]1[C:13]([CH2:14][O:15][C:16]2[CH:17]=[CH:18][C:19]([C:22]3[CH:23]=[C:24]4[C:29](=[CH:30][CH:31]=3)[C:28]([C:32]#[N:34])=[CH:27][CH:26]=[CH:25]4)=[CH:20][CH:21]=2)=[C:12]([CH:35]([CH3:37])[CH3:36])[O:11][N:10]=1.